Dataset: Peptide-MHC class I binding affinity with 185,985 pairs from IEDB/IMGT. Task: Regression. Given a peptide amino acid sequence and an MHC pseudo amino acid sequence, predict their binding affinity value. This is MHC class I binding data. (1) The peptide sequence is LPPGSDEHI. The MHC is HLA-B51:01 with pseudo-sequence HLA-B51:01. The binding affinity (normalized) is 0.0847. (2) The peptide sequence is RLQSLQTYV. The MHC is HLA-A68:02 with pseudo-sequence HLA-A68:02. The binding affinity (normalized) is 0.362. (3) The peptide sequence is RRRWRRLTV. The MHC is HLA-A24:02 with pseudo-sequence HLA-A24:02. The binding affinity (normalized) is 0. (4) The peptide sequence is DLTALLSCIR. The MHC is HLA-A03:01 with pseudo-sequence HLA-A03:01. The binding affinity (normalized) is 0.123.